This data is from Reaction yield outcomes from USPTO patents with 853,638 reactions. The task is: Predict the reaction yield, written as a fraction of the theoretical maximum amount of product (1.0 means a 100% yield; for example, 0.34 means a 34% yield). (1) The product is [Br:1][CH2:2][CH2:3][CH2:4][C:5]([CH3:9])([CH3:8])[CH2:6][O:7][CH:22]1[CH2:23][CH2:24][CH2:25][CH2:26][O:21]1. The yield is 0.970. The catalyst is ClCCl. The reactants are [Br:1][CH2:2][CH2:3][CH2:4][C:5]([CH3:9])([CH3:8])[CH2:6][OH:7].C1(C)C=CC(S(O)(=O)=O)=CC=1.[O:21]1[CH:26]=[CH:25][CH2:24][CH2:23][CH2:22]1. (2) The reactants are C(OC(=O)[CH2:5][CH2:6][C:7]1[C:12]([C:13]([O:15]C)=O)=[CH:11][N:10]=[CH:9][CH:8]=1)C.[H-].[Na+].CO. The catalyst is O1CCCC1. The product is [CH:11]1[C:12]2[C:13](=[O:15])[CH2:5][CH2:6][C:7]=2[CH:8]=[CH:9][N:10]=1. The yield is 0.580.